From a dataset of Experimentally validated miRNA-target interactions with 360,000+ pairs, plus equal number of negative samples. Binary Classification. Given a miRNA mature sequence and a target amino acid sequence, predict their likelihood of interaction. The miRNA is hsa-miR-142-3p with sequence UGUAGUGUUUCCUACUUUAUGGA. The protein sequence of the target gene is MGRGSGTFERLLDKATSQLLLETDWESILQICDLIRQGDTQAKYAVNSIKKKVNDKNPHVALYALEVMESVVKNCGQTVHDEVANKQTMEELKDLLKRQVEVNVRNKILYLIQAWAHAFRNEPKYKVVQDTYQIMKVEGHVFPEFKESDAMFAAERAPDWVDAEECHRCRVQFGVMTRKHHCRACGQIFCGKCSSKYSTIPKFGIEKEVRVCEPCYEQLNRKAEGKATSTTELPPEYLTSPLSQQSQLPPKRDETALQEEEELQLALALSQSEAEEKERLRQKSTYTSYPKAEPMPSASS.... Result: 1 (interaction).